From a dataset of Peptide-MHC class I binding affinity with 185,985 pairs from IEDB/IMGT. Regression. Given a peptide amino acid sequence and an MHC pseudo amino acid sequence, predict their binding affinity value. This is MHC class I binding data. (1) The peptide sequence is DHLKEKSSL. The MHC is HLA-B40:01 with pseudo-sequence HLA-B40:01. The binding affinity (normalized) is 0.0847. (2) The peptide sequence is VTSMEELAR. The MHC is HLA-A03:01 with pseudo-sequence HLA-A03:01. The binding affinity (normalized) is 0.132. (3) The peptide sequence is ISLICGHSY. The MHC is HLA-A02:01 with pseudo-sequence HLA-A02:01. The binding affinity (normalized) is 0.0847. (4) The peptide sequence is EIIFYHPTF. The MHC is HLA-B40:01 with pseudo-sequence HLA-B40:01. The binding affinity (normalized) is 0.0847. (5) The peptide sequence is KRVDWSVEY. The MHC is HLA-B08:01 with pseudo-sequence HLA-B08:01. The binding affinity (normalized) is 0.0847. (6) The peptide sequence is RTSKASLER. The MHC is HLA-A23:01 with pseudo-sequence HLA-A23:01. The binding affinity (normalized) is 0.